Predict which catalyst facilitates the given reaction. From a dataset of Catalyst prediction with 721,799 reactions and 888 catalyst types from USPTO. Reactant: C1CN([P+](ON2N=NC3C=CC=CC2=3)(N2CCCC2)N2CCCC2)CC1.F[P-](F)(F)(F)(F)F.C(OC([NH:41][C:42]1[S:46][C:45]([C:47]2[C:52]([F:53])=[CH:51][CH:50]=[C:49]([O:54][CH3:55])[C:48]=2[F:56])=[N:44][C:43]=1[C:57]([OH:59])=O)=O)(C)(C)C.[NH2:60][C:61]1[CH:62]=[N:63][N:64]([CH3:81])[C:65]=1[N:66]1[CH2:71][CH2:70][CH:69]([CH2:72][NH:73]C(=O)OC(C)(C)C)[CH2:68][CH2:67]1.CCN(C(C)C)C(C)C. Product: [NH2:41][C:42]1[S:46][C:45]([C:47]2[C:52]([F:53])=[CH:51][CH:50]=[C:49]([O:54][CH3:55])[C:48]=2[F:56])=[N:44][C:43]=1[C:57]([NH:60][C:61]1[CH:62]=[N:63][N:64]([CH3:81])[C:65]=1[N:66]1[CH2:71][CH2:70][CH:69]([CH2:72][NH2:73])[CH2:68][CH2:67]1)=[O:59]. The catalyst class is: 2.